Dataset: Forward reaction prediction with 1.9M reactions from USPTO patents (1976-2016). Task: Predict the product of the given reaction. (1) Given the reactants C([O:4][CH2:5][C:6]1[C:7]([N:38]2[CH2:51][CH2:50][N:41]3[C:42]4[CH2:43][CH2:44][CH2:45][CH2:46][C:47]=4[C:48]([F:49])=[C:40]3[C:39]2=[O:52])=[N:8][CH:9]=[CH:10][C:11]=1[C:12]1[CH:17]=[C:16]([NH:18][C:19]2[CH:24]=[CH:23][C:22]([N:25]3[CH2:30][CH2:29][N:28]([CH:31]4[CH2:34][O:33][CH2:32]4)[CH2:27][C@@H:26]3[CH3:35])=[CH:21][N:20]=2)[C:15](=[O:36])[N:14]([CH3:37])[N:13]=1)(=O)C.[OH-].[Li+], predict the reaction product. The product is: [F:49][C:48]1[C:47]2[CH2:46][CH2:45][CH2:44][CH2:43][C:42]=2[N:41]2[CH2:50][CH2:51][N:38]([C:7]3[C:6]([CH2:5][OH:4])=[C:11]([C:12]4[CH:17]=[C:16]([NH:18][C:19]5[CH:24]=[CH:23][C:22]([N:25]6[CH2:30][CH2:29][N:28]([CH:31]7[CH2:34][O:33][CH2:32]7)[CH2:27][C@@H:26]6[CH3:35])=[CH:21][N:20]=5)[C:15](=[O:36])[N:14]([CH3:37])[N:13]=4)[CH:10]=[CH:9][N:8]=3)[C:39](=[O:52])[C:40]=12. (2) The product is: [CH3:14][CH:13]([O:15][C:8]([CH3:7])=[O:3])[O:12][C:9]([CH3:10])=[O:11]. Given the reactants C=O.[O:3]1[CH2:8][CH2:7]COO1.[C:9]([O:12][C:13](=[O:15])[CH3:14])(=[O:11])[CH3:10].C.C1OC1.O1CCOC1.O.FC(F)(F)C(C(F)(F)F)=O.O.O.FC(F)(F)C(C(F)(F)F)=O.C=CC.C=C, predict the reaction product. (3) Given the reactants [F:1][C:2]1[CH:7]=[CH:6][C:5]([C:8]2[CH:13]=[CH:12][CH:11]=[C:10]([S:14](Cl)(=[O:16])=[O:15])[CH:9]=2)=[CH:4][CH:3]=1.[N+:18]([C:21]1[CH:27]=[CH:26][C:24]([NH2:25])=[CH:23][CH:22]=1)([O-:20])=[O:19], predict the reaction product. The product is: [N+:18]([C:21]1[CH:27]=[CH:26][C:24]([NH:25][S:14]([C:10]2[CH:9]=[C:8]([C:5]3[CH:6]=[CH:7][C:2]([F:1])=[CH:3][CH:4]=3)[CH:13]=[CH:12][CH:11]=2)(=[O:16])=[O:15])=[CH:23][CH:22]=1)([O-:20])=[O:19]. (4) Given the reactants [CH2:1]([C@@H:8]([CH2:12][CH2:13][C@H:14]([CH2:34][C:35]1[CH:40]=[CH:39][CH:38]=[CH:37][CH:36]=1)[C:15]([NH:17][C@H:18]1[CH2:24][CH2:23][S:22][C@H:21]2[CH2:25][CH2:26][CH2:27][C@@H:28]([C:29]([O:31][CH3:32])=[O:30])[N:20]2[C:19]1=[O:33])=[O:16])[C:9](O)=[O:10])[C:2]1[CH:7]=[CH:6][CH:5]=[CH:4][CH:3]=1.Cl.[NH2:42][C@H:43]1[CH2:49][CH2:48][CH2:47][CH2:46][N:45]([CH2:50][C:51]2[CH:56]=[CH:55][CH:54]=[CH:53][C:52]=2[Cl:57])[C:44]1=[O:58], predict the reaction product. The product is: [CH2:34]([C@@H:14]([CH2:13][CH2:12][C@H:8]([CH2:1][C:2]1[CH:3]=[CH:4][CH:5]=[CH:6][CH:7]=1)[C:9]([NH:42][C@H:43]1[CH2:49][CH2:48][CH2:47][CH2:46][N:45]([CH2:50][C:51]2[CH:56]=[CH:55][CH:54]=[CH:53][C:52]=2[Cl:57])[C:44]1=[O:58])=[O:10])[C:15]([NH:17][C@H:18]1[CH2:24][CH2:23][S:22][C@H:21]2[CH2:25][CH2:26][CH2:27][C@@H:28]([C:29]([O:31][CH3:32])=[O:30])[N:20]2[C:19]1=[O:33])=[O:16])[C:35]1[CH:40]=[CH:39][CH:38]=[CH:37][CH:36]=1. (5) Given the reactants [CH3:1][O:2][C:3]1[CH:24]=[C:23]([CH2:25][O:26][Si:27]([CH:34]([CH3:36])[CH3:35])([CH:31]([CH3:33])[CH3:32])[CH:28]([CH3:30])[CH3:29])[CH:22]=[CH:21][C:4]=1[O:5][CH2:6][C:7]1[N:8]=[C:9]([C:13]2[CH:14]=[C:15]([CH:18]=[CH:19][CH:20]=2)[C:16]#[N:17])[O:10][C:11]=1[CH3:12].C[Sn]([N:41]=[N+:42]=[N-:43])(C)C, predict the reaction product. The product is: [CH3:1][O:2][C:3]1[CH:24]=[C:23]([CH2:25][O:26][Si:27]([CH:28]([CH3:29])[CH3:30])([CH:34]([CH3:36])[CH3:35])[CH:31]([CH3:33])[CH3:32])[CH:22]=[CH:21][C:4]=1[O:5][CH2:6][C:7]1[N:8]=[C:9]([C:13]2[CH:14]=[C:15]([C:16]3[NH:43][N:42]=[N:41][N:17]=3)[CH:18]=[CH:19][CH:20]=2)[O:10][C:11]=1[CH3:12]. (6) Given the reactants C([O:3][C:4]([C:6]1[C:7]([C:12]2[CH:17]=[CH:16][C:15]([Cl:18])=[CH:14][CH:13]=2)=[N:8][O:9][C:10]=1[CH3:11])=[O:5])C.[CH:19](=O)[C:20]1[CH:25]=[CH:24][CH:23]=[CH:22][CH:21]=1.[O-]CC.[Na+].Cl, predict the reaction product. The product is: [Cl:18][C:15]1[CH:14]=[CH:13][C:12]([C:7]2[C:6]([C:4]([OH:3])=[O:5])=[C:10](/[CH:11]=[CH:19]/[C:20]3[CH:25]=[CH:24][CH:23]=[CH:22][CH:21]=3)[O:9][N:8]=2)=[CH:17][CH:16]=1. (7) Given the reactants [CH3:1][C:2](=[CH:6][CH2:7][CH3:8])[C:3]([OH:5])=[O:4].S(=O)(=O)(O)O.[CH3:14]O, predict the reaction product. The product is: [CH3:14][O:4][C:3](=[O:5])[C:2]([CH3:1])=[CH:6][CH2:7][CH3:8]. (8) Given the reactants [C:1]([O-:4])([O-])=O.[K+].[K+].CI.[Br:9][C:10]1[CH:19]=[C:18]2[C:13]([CH2:14][CH2:15][CH2:16][C:17]32[C:23](=[O:24])[NH:22][C:21](=O)[NH:20]3)=[CH:12][CH:11]=1, predict the reaction product. The product is: [Br:9][C:10]1[CH:19]=[C:18]2[C:13]([CH2:14][CH2:15][CH2:16][C:17]32[C:23](=[O:24])[N:22]([CH3:21])[C:1](=[O:4])[NH:20]3)=[CH:12][CH:11]=1. (9) Given the reactants [C:1]1([CH:7]([NH:14][C:15](=O)[C@@H:16]([NH:18][C:19](=[O:25])[O:20][C:21]([CH3:24])([CH3:23])[CH3:22])[CH3:17])[C:8]2[CH:13]=[CH:12][CH:11]=[CH:10][CH:9]=2)[CH:6]=[CH:5][CH:4]=[CH:3][CH:2]=1.CO, predict the reaction product. The product is: [C:1]1([CH:7]([NH:14][CH2:15][C@@H:16]([NH:18][C:19](=[O:25])[O:20][C:21]([CH3:24])([CH3:23])[CH3:22])[CH3:17])[C:8]2[CH:13]=[CH:12][CH:11]=[CH:10][CH:9]=2)[CH:6]=[CH:5][CH:4]=[CH:3][CH:2]=1. (10) Given the reactants [CH3:1][C:2]1([CH3:10])[O:9][C:7](=[O:8])[CH2:6][C:4](=[O:5])[O:3]1.[CH3:11]OC(OC)OC.[NH2:18][C:19]1[CH:20]=[C:21]([O:25][CH3:26])[CH:22]=[N:23][CH:24]=1, predict the reaction product. The product is: [CH3:26][O:25][C:21]1[CH:20]=[C:19]([NH:18][CH:11]=[C:6]2[C:7](=[O:8])[O:9][C:2]([CH3:10])([CH3:1])[O:3][C:4]2=[O:5])[CH:24]=[N:23][CH:22]=1.